Predict the reactants needed to synthesize the given product. From a dataset of Full USPTO retrosynthesis dataset with 1.9M reactions from patents (1976-2016). (1) Given the product [CH2:12]([NH:10][C@@H:7]1[CH2:8][CH2:9][C:4]2[N:3]=[C:2]([NH2:11])[S:1][C:5]=2[CH2:6]1)[CH2:13][CH3:14], predict the reactants needed to synthesize it. The reactants are: [S:1]1[C:5]2[CH2:6][C@H:7]([NH2:10])[CH2:8][CH2:9][C:4]=2[N:3]=[C:2]1[NH2:11].[CH3:12][C:13]1C=CC(S(OCCC)(=O)=O)=C[CH:14]=1.CCN(C(C)C)C(C)C. (2) Given the product [F:30][C:11]1[N:10]=[C:9]2[C:14]([N:15]=[C:16]([CH2:17][C:18]3[C:27]([I:28])=[CH:26][C:21]4[O:22][CH2:23][CH2:24][O:25][C:20]=4[CH:19]=3)[N:8]2[CH2:7][CH2:6][NH:5][CH2:32][CH:31]([CH3:34])[CH3:33])=[C:13]([NH2:29])[N:12]=1, predict the reactants needed to synthesize it. The reactants are: C([NH:5][CH2:6][CH2:7][N:8]1[C:16]([CH2:17][C:18]2[C:27]([I:28])=[CH:26][C:21]3[O:22][CH2:23][CH2:24][O:25][C:20]=3[CH:19]=2)=[N:15][C:14]2[C:9]1=[N:10][C:11]([F:30])=[N:12][C:13]=2[NH2:29])(C)(C)C.[C:31](N)([CH3:34])([CH3:33])[CH3:32]. (3) Given the product [Cl:21][C:10]1[C:11]2[C:16](=[CH:15][N:14]=[CH:13][CH:12]=2)[CH:17]=[C:8]([C:6]2[CH:5]=[CH:4][N:3]=[C:2]([Cl:1])[CH:7]=2)[N:9]=1, predict the reactants needed to synthesize it. The reactants are: [Cl:1][C:2]1[CH:7]=[C:6]([C:8]2[N:9]=[C:10](O)[C:11]3[C:16]([CH:17]=2)=[CH:15][N:14]=[CH:13][CH:12]=3)[CH:5]=[CH:4][N:3]=1.O=P(Cl)(Cl)[Cl:21]. (4) Given the product [CH3:22][C@:11]([CH2:14][O:15][CH2:16][CH2:17][Si:18]([CH3:19])([CH3:20])[CH3:21])([CH:12]=[CH2:13])[C:10]([OH:23])=[O:30], predict the reactants needed to synthesize it. The reactants are: C([C@@H]1COC(=O)N1[C:10](=[O:23])[C@@:11]([CH3:22])([CH2:14][O:15][CH2:16][CH2:17][Si:18]([CH3:21])([CH3:20])[CH3:19])[CH:12]=[CH2:13])(C)C.OO.O.[OH-].[Li+].S(S([O-])=O)([O-])(=O)=[O:30].[Na+].[Na+].Cl. (5) Given the product [Cl:1][C:2]1[CH:7]=[C:6]([N:8]([C:9]2[CH:14]=[CH:13][CH:12]=[C:11]([N+:15]([O-:17])=[O:16])[CH:10]=2)[C:26](=[O:25])[O:28][C:29]([CH3:32])([CH3:31])[CH3:30])[CH:5]=[CH:4][N:3]=1, predict the reactants needed to synthesize it. The reactants are: [Cl:1][C:2]1[CH:7]=[C:6]([NH:8][C:9]2[CH:14]=[CH:13][CH:12]=[C:11]([N+:15]([O-:17])=[O:16])[CH:10]=2)[CH:5]=[CH:4][N:3]=1.CCN(CC)CC.[O:25](C(OC(C)(C)C)=O)[C:26]([O:28][C:29]([CH3:32])([CH3:31])[CH3:30])=O. (6) Given the product [CH3:31][N:32]1[CH:36]=[CH:35][C:34]([C:37]([NH:1][C:2]23[CH2:11][CH:6]4[CH2:7][CH:8]([CH2:10][C:4]([NH:12][C:13]([C:15]5[CH:20]=[CH:19][CH:18]=[C:17]([CH3:21])[N:16]=5)=[O:14])([CH2:5]4)[CH2:3]2)[CH2:9]3)=[O:38])=[N:33]1, predict the reactants needed to synthesize it. The reactants are: [NH2:1][C:2]12[CH2:11][CH:6]3[CH2:7][CH:8]([CH2:10][C:4]([NH:12][C:13]([C:15]4[CH:20]=[CH:19][CH:18]=[C:17]([CH3:21])[N:16]=4)=[O:14])([CH2:5]3)[CH2:3]1)[CH2:9]2.CCN(C(C)C)C(C)C.[CH3:31][N:32]1[CH:36]=[CH:35][C:34]([C:37](Cl)=[O:38])=[N:33]1. (7) Given the product [CH3:23][C:24]1([CH3:30])[CH2:29][CH2:28][CH2:27][N:26]([C:2]2[C:3]([C:16]3[CH:21]=[CH:20][C:19]([F:22])=[CH:18][CH:17]=3)=[N:4][C:5]3[C:10]([N:11]=2)=[CH:9][C:8]([C:12]([O:14][CH3:15])=[O:13])=[CH:7][CH:6]=3)[CH2:25]1, predict the reactants needed to synthesize it. The reactants are: Cl[C:2]1[C:3]([C:16]2[CH:21]=[CH:20][C:19]([F:22])=[CH:18][CH:17]=2)=[N:4][C:5]2[C:10]([N:11]=1)=[CH:9][C:8]([C:12]([O:14][CH3:15])=[O:13])=[CH:7][CH:6]=2.[CH3:23][C:24]1([CH3:30])[CH2:29][CH2:28][CH2:27][NH:26][CH2:25]1.CS(C)=O. (8) Given the product [F:32][C:31]1[CH:30]=[C:29]2[C:25]([C:26]([CH:33]=[O:34])=[CH:27][NH:28]2)=[CH:24][C:23]=1[C:8]1[CH:13]=[CH:12][C:11]([C:14]2([OH:18])[CH2:15][O:16][CH2:17]2)=[C:10]([O:19][CH3:20])[CH:9]=1, predict the reactants needed to synthesize it. The reactants are: CC1(C)COB([C:8]2[CH:13]=[CH:12][C:11]([C:14]3([OH:18])[CH2:17][O:16][CH2:15]3)=[C:10]([O:19][CH3:20])[CH:9]=2)OC1.Br[C:23]1[CH:24]=[C:25]2[C:29](=[CH:30][C:31]=1[F:32])[NH:28][CH:27]=[C:26]2[CH:33]=[O:34].C(=O)([O-])[O-].[K+].[K+]. (9) Given the product [CH3:2][C:1]1[O:17][C:6]([C:7]2[CH:12]=[CH:11][C:10]([CH3:13])=[C:9]([N+:14]([O-:16])=[O:15])[CH:8]=2)=[N:5][N:4]=1, predict the reactants needed to synthesize it. The reactants are: [C:1]([NH:4][NH:5][C:6](=[O:17])[C:7]1[CH:12]=[CH:11][C:10]([CH3:13])=[C:9]([N+:14]([O-:16])=[O:15])[CH:8]=1)(=O)[CH3:2].